From a dataset of Full USPTO retrosynthesis dataset with 1.9M reactions from patents (1976-2016). Predict the reactants needed to synthesize the given product. (1) Given the product [CH2:2]([O:9][C:10]1[CH:11]=[CH:12][C:13]([NH:14][C:18]2[C:23]([N+:24]([O-:26])=[O:25])=[CH:22][C:21]([CH3:27])=[CH:20][N:19]=2)=[CH:15][CH:16]=1)[C:3]1[CH:4]=[CH:5][CH:6]=[CH:7][CH:8]=1, predict the reactants needed to synthesize it. The reactants are: Cl.[CH2:2]([O:9][C:10]1[CH:16]=[CH:15][C:13]([NH2:14])=[CH:12][CH:11]=1)[C:3]1[CH:8]=[CH:7][CH:6]=[CH:5][CH:4]=1.Cl[C:18]1[C:23]([N+:24]([O-:26])=[O:25])=[CH:22][C:21]([CH3:27])=[CH:20][N:19]=1.C([O-])([O-])=O.[K+].[K+].O. (2) Given the product [CH3:5][C:6]([C:9]1[C:10]([OH:22])=[C:11]([C:12]([NH2:29])=[O:13])[CH:15]=[C:16]([C:18]([CH3:21])([CH3:20])[CH3:19])[CH:17]=1)([CH3:8])[CH3:7], predict the reactants needed to synthesize it. The reactants are: S(Cl)(Cl)=O.[CH3:5][C:6]([C:9]1[C:10]([OH:22])=[C:11]([CH:15]=[C:16]([C:18]([CH3:21])([CH3:20])[CH3:19])[CH:17]=1)[C:12](O)=[O:13])([CH3:8])[CH3:7].[C@H]1(N)CCCC[C@@H]1[NH2:29].C(N(CC)CC)C. (3) Given the product [CH3:9][O:10][C:11](=[O:12])[O-:14].[CH3:3][N+:4]1([CH3:9])[CH2:5][CH:6]([CH3:8])[CH2:7][CH:17]([CH3:19])[CH2:16]1, predict the reactants needed to synthesize it. The reactants are: CC1[CH2:7][CH:6]([CH3:8])[CH2:5][NH:4][CH2:3]1.[CH3:9][O:10][C:11](=[O:14])[O:12]C.O.[CH3:16][C:17]([CH3:19])=O.